This data is from Peptide-MHC class I binding affinity with 185,985 pairs from IEDB/IMGT. The task is: Regression. Given a peptide amino acid sequence and an MHC pseudo amino acid sequence, predict their binding affinity value. This is MHC class I binding data. The peptide sequence is FPGTGSEFV. The MHC is HLA-A30:01 with pseudo-sequence HLA-A30:01. The binding affinity (normalized) is 0.150.